This data is from Reaction yield outcomes from USPTO patents with 853,638 reactions. The task is: Predict the reaction yield, written as a fraction of the theoretical maximum amount of product (1.0 means a 100% yield; for example, 0.34 means a 34% yield). (1) The reactants are [NH2:1][C:2]1[CH:10]=[CH:9][C:8]([CH3:11])=[CH:7][C:3]=1[C:4]([NH2:6])=[O:5].C(N(CC)CC)C.Cl[C:20](=[O:26])[C:21]([O:23][CH2:24][CH3:25])=[O:22]. The catalyst is C1COCC1.C(OCC)(=O)C. The product is [NH2:6][C:4]([C:3]1[CH:7]=[C:8]([CH3:11])[CH:9]=[CH:10][C:2]=1[NH:1][C:20](=[O:26])[C:21]([O:23][CH2:24][CH3:25])=[O:22])=[O:5]. The yield is 1.00. (2) The catalyst is O.C(C1C(C(C)(C)C)=C([Pd]Cl)C=CC=1N(C)C)(C)(C)C. The reactants are Br[C:2]1[CH:3]=[C:4]2[C:15]3([CH:19]([CH2:20][O:21][CH3:22])[S:18][C:17]([NH2:23])=[N:16]3)[C:14]3[CH:13]=[C:12]([Cl:24])[N:11]=[CH:10][C:9]=3[O:8][C:5]2=[CH:6][CH:7]=1.P([O-])([O-])([O-])=O.[K+].[K+].[K+].[F:33][C:34]1[C:39](B(O)O)=[CH:38][CH:37]=[CH:36][N:35]=1.O1CCOCC1. The yield is 0.668. The product is [Cl:24][C:12]1[N:11]=[CH:10][C:9]2[O:8][C:5]3[C:4]([C:15]4([CH:19]([CH2:20][O:21][CH3:22])[S:18][C:17]([NH2:23])=[N:16]4)[C:14]=2[CH:13]=1)=[CH:3][C:2]([C:39]1[C:34]([F:33])=[N:35][CH:36]=[CH:37][CH:38]=1)=[CH:7][CH:6]=3. (3) The reactants are [I:1][C:2]1[CH:7]=[CH:6][C:5]([OH:8])=[CH:4][CH:3]=1.[H-].[Na+].[CH2:11](Cl)[O:12][CH3:13]. The catalyst is CN(C=O)C. The product is [I:1][C:2]1[CH:7]=[CH:6][C:5]([O:8][CH2:11][O:12][CH3:13])=[CH:4][CH:3]=1. The yield is 0.900. (4) The reactants are [N+:1]([O-:4])(O)=[O:2].[F:5][C:6]1[CH:7]=[CH:8][C:9]([OH:12])=[N:10][CH:11]=1.O. The catalyst is S(=O)(=O)(O)O. The product is [F:5][C:6]1[CH:7]=[C:8]([N+:1]([O-:4])=[O:2])[C:9]([OH:12])=[N:10][CH:11]=1. The yield is 0.600. (5) The reactants are Cl[C:2]1[N:7]=[CH:6][N:5]=[C:4]([N:8]([CH3:32])[C:9]([N:11]([C:20]2[C:25]([Cl:26])=[C:24]([O:27][CH3:28])[CH:23]=[C:22]([O:29][CH3:30])[C:21]=2[Cl:31])[CH2:12][O:13][CH2:14][CH2:15][Si:16]([CH3:19])([CH3:18])[CH3:17])=[O:10])[CH:3]=1.[CH3:33][N:34]([CH2:36][C:37]1[CH:42]=[CH:41][C:40]([NH2:43])=[C:39]([N+:44]([O-:46])=[O:45])[CH:38]=1)[CH3:35].C([O-])([O-])=O.[Cs+].[Cs+].CC1(C)C2C(=C(P(C3C=CC=CC=3)C3C=CC=CC=3)C=CC=2)OC2C(P(C3C=CC=CC=3)C3C=CC=CC=3)=CC=CC1=2. The catalyst is C1(C)C=CC=CC=1.C1C=CC(/C=C/C(/C=C/C2C=CC=CC=2)=O)=CC=1.C1C=CC(/C=C/C(/C=C/C2C=CC=CC=2)=O)=CC=1.C1C=CC(/C=C/C(/C=C/C2C=CC=CC=2)=O)=CC=1.[Pd].[Pd].CO. The product is [Cl:26][C:25]1[C:24]([O:27][CH3:28])=[CH:23][C:22]([O:29][CH3:30])=[C:21]([Cl:31])[C:20]=1[N:11]([CH2:12][O:13][CH2:14][CH2:15][Si:16]([CH3:18])([CH3:19])[CH3:17])[C:9]([N:8]([C:4]1[CH:3]=[C:2]([NH:43][C:40]2[CH:41]=[CH:42][C:37]([CH2:36][N:34]([CH3:35])[CH3:33])=[CH:38][C:39]=2[N+:44]([O-:46])=[O:45])[N:7]=[CH:6][N:5]=1)[CH3:32])=[O:10]. The yield is 0.300.